This data is from Full USPTO retrosynthesis dataset with 1.9M reactions from patents (1976-2016). The task is: Predict the reactants needed to synthesize the given product. (1) Given the product [Cl:1][C:2]1[CH:7]=[CH:6][C:5]([C:8]2[C:17]3[C:12](=[CH:13][C:14]([S:18]([NH:41][C:38]4[CH:39]=[CH:40][N:35]=[CH:36][N:37]=4)(=[O:20])=[O:19])=[CH:15][CH:16]=3)[N:11]=[CH:10][N:9]=2)=[C:4]([O:33][CH3:34])[CH:3]=1, predict the reactants needed to synthesize it. The reactants are: [Cl:1][C:2]1[CH:7]=[CH:6][C:5]([C:8]2[C:17]3[C:12](=[CH:13][C:14]([S:18](OC4C(F)=C(F)C(F)=C(F)C=4F)(=[O:20])=[O:19])=[CH:15][CH:16]=3)[N:11]=[CH:10][N:9]=2)=[C:4]([O:33][CH3:34])[CH:3]=1.[N:35]1[CH:40]=[CH:39][C:38]([NH2:41])=[N:37][CH:36]=1.[Li+].C[Si]([N-][Si](C)(C)C)(C)C. (2) The reactants are: [CH2:1]([S:3][C:4]1[NH:9][C:8](=[O:10])[N:7]([C:11]([CH3:14])([CH3:13])[CH3:12])[C:6](=[O:15])[N:5]=1)[CH3:2].[Cl:16][C:17]1[CH:24]=[CH:23][C:20]([CH2:21]Br)=[CH:19][CH:18]=1.C(=O)([O-])[O-].[K+].[K+]. Given the product [C:11]([N:7]1[C:8](=[O:10])[N:9]=[C:4]([S:3][CH2:1][CH3:2])[N:5]([CH2:21][C:20]2[CH:23]=[CH:24][C:17]([Cl:16])=[CH:18][CH:19]=2)[C:6]1=[O:15])([CH3:14])([CH3:13])[CH3:12], predict the reactants needed to synthesize it.